The task is: Predict the reaction yield, written as a fraction of the theoretical maximum amount of product (1.0 means a 100% yield; for example, 0.34 means a 34% yield).. This data is from Reaction yield outcomes from USPTO patents with 853,638 reactions. The reactants are [I:1][C:2]1[CH:11]=[C:10]2[C:5]([C:6](=O)[NH:7][C:8]([C:12]([O:14][CH2:15][CH3:16])=[O:13])=[N:9]2)=[CH:4][CH:3]=1.P(Cl)(Cl)([Cl:20])=O. No catalyst specified. The product is [Cl:20][C:6]1[C:5]2[C:10](=[CH:11][C:2]([I:1])=[CH:3][CH:4]=2)[N:9]=[C:8]([C:12]([O:14][CH2:15][CH3:16])=[O:13])[N:7]=1. The yield is 0.480.